Dataset: Full USPTO retrosynthesis dataset with 1.9M reactions from patents (1976-2016). Task: Predict the reactants needed to synthesize the given product. (1) Given the product [NH2:1][C:2]1[C:3]([C:7]2[N:8]([C:9]3[CH:14]=[CH:13][C:12]([F:15])=[C:11]([Cl:16])[CH:10]=3)[C:19](=[O:20])[O:18][N:17]=2)=[N:4][O:5][N:6]=1, predict the reactants needed to synthesize it. The reactants are: [NH2:1][C:2]1[C:3]([C:7](=[N:17][OH:18])[NH:8][C:9]2[CH:14]=[CH:13][C:12]([F:15])=[C:11]([Cl:16])[CH:10]=2)=[N:4][O:5][N:6]=1.[C:19](N1C=CN=C1)(N1C=CN=C1)=[O:20]. (2) Given the product [Br:1][C:2]1[CH:13]=[CH:12][C:5]2[C:21](=[O:22])[C:7]([CH3:6])([CH3:17])[S:8](=[O:9])(=[O:10])[C:4]=2[CH:3]=1, predict the reactants needed to synthesize it. The reactants are: [Br:1][C:2]1[CH:13]=[CH:12][C:5]2[C:6](=O)[CH2:7][S:8](=[O:10])(=[O:9])[C:4]=2[CH:3]=1.[H-].[Na+].I[CH3:17].CN([CH:21]=[O:22])C. (3) Given the product [C:7]1([CH2:19][C:5]#[N:6])[CH:8]=[N:9][N:10]2[CH:15]=[CH:14][C:13]3[O:16][CH2:17][CH2:18][C:12]=3[C:11]=12, predict the reactants needed to synthesize it. The reactants are: C[Si]([C:5]#[N:6])(C)C.[C:7]1([CH2:19]O)[CH:8]=[N:9][N:10]2[CH:15]=[CH:14][C:13]3[O:16][CH2:17][CH2:18][C:12]=3[C:11]=12.